This data is from Merck oncology drug combination screen with 23,052 pairs across 39 cell lines. The task is: Regression. Given two drug SMILES strings and cell line genomic features, predict the synergy score measuring deviation from expected non-interaction effect. (1) Drug 1: Cn1c(=O)n(-c2ccc(C(C)(C)C#N)cc2)c2c3cc(-c4cnc5ccccc5c4)ccc3ncc21. Drug 2: CCc1c2c(nc3ccc(O)cc13)-c1cc3c(c(=O)n1C2)COC(=O)C3(O)CC. Cell line: OCUBM. Synergy scores: synergy=8.06. (2) Drug 1: CS(=O)(=O)CCNCc1ccc(-c2ccc3ncnc(Nc4ccc(OCc5cccc(F)c5)c(Cl)c4)c3c2)o1. Drug 2: CC1(c2nc3c(C(N)=O)cccc3[nH]2)CCCN1. Cell line: A375. Synergy scores: synergy=-6.04.